Dataset: Reaction yield outcomes from USPTO patents with 853,638 reactions. Task: Predict the reaction yield, written as a fraction of the theoretical maximum amount of product (1.0 means a 100% yield; for example, 0.34 means a 34% yield). (1) The reactants are Cl[C:2]1[C:7]2[CH2:8][CH2:9][CH2:10][C:6]=2[N:5]=[C:4]([CH2:11][CH:12]2[CH2:16][CH2:15][CH2:14][CH2:13]2)[N:3]=1.[CH3:17][O:18][C:19]([C:21]1([C:26]2[CH:31]=[CH:30][C:29]([NH2:32])=[CH:28][CH:27]=2)[CH2:25][CH2:24][CH2:23][CH2:22]1)=[O:20]. The catalyst is C(O)(C)C. The product is [CH3:17][O:18][C:19]([C:21]1([C:26]2[CH:27]=[CH:28][C:29]([NH:32][C:2]3[C:7]4[CH2:8][CH2:9][CH2:10][C:6]=4[N:5]=[C:4]([CH2:11][CH:12]4[CH2:16][CH2:15][CH2:14][CH2:13]4)[N:3]=3)=[CH:30][CH:31]=2)[CH2:22][CH2:23][CH2:24][CH2:25]1)=[O:20]. The yield is 0.630. (2) The reactants are [Br:1][C:2]1[CH:7]=[CH:6][C:5]([CH:8]([C:11]2[CH:16]=[CH:15][CH:14]=[CH:13][CH:12]=2)[CH:9]=[O:10])=[CH:4][CH:3]=1.CC(C)=[O:19].OS(O)(=O)=O.O=[Cr](=O)=O.C(O)(C)C. The product is [Br:1][C:2]1[CH:3]=[CH:4][C:5]([CH:8]([C:11]2[CH:12]=[CH:13][CH:14]=[CH:15][CH:16]=2)[C:9]([OH:19])=[O:10])=[CH:6][CH:7]=1. The catalyst is CC(C)=O. The yield is 0.360. (3) The reactants are Br[C:2]1(Br)[C:10]2[C:5](=[N:6][CH:7]=[C:8]([Br:11])[CH:9]=2)[N:4]([CH2:12][O:13][CH2:14][CH2:15][Si:16]([CH3:19])([CH3:18])[CH3:17])[C:3]1=[O:20]. The catalyst is CC(O)=O.[Zn]. The product is [Br:11][C:8]1[CH:9]=[C:10]2[CH2:2][C:3](=[O:20])[N:4]([CH2:12][O:13][CH2:14][CH2:15][Si:16]([CH3:19])([CH3:18])[CH3:17])[C:5]2=[N:6][CH:7]=1. The yield is 0.250.